Dataset: Forward reaction prediction with 1.9M reactions from USPTO patents (1976-2016). Task: Predict the product of the given reaction. (1) Given the reactants [CH2:1]([NH:4][C:5]1[C:14]2[C:9](=[CH:10][CH:11]=[C:12]([N+:15]([O-:17])=[O:16])[CH:13]=2)[N:8]=[C:7](Cl)[N:6]=1)[CH:2]=[CH2:3].[CH:19]([NH2:22])([CH3:21])[CH3:20], predict the reaction product. The product is: [CH2:1]([NH:4][C:5]1[C:14]2[C:9](=[CH:10][CH:11]=[C:12]([N+:15]([O-:17])=[O:16])[CH:13]=2)[N:8]=[C:7]([NH:22][CH:19]([CH3:21])[CH3:20])[N:6]=1)[CH:2]=[CH2:3]. (2) Given the reactants [CH:1]1([N:7]([CH:24]2[CH2:29][CH2:28][CH2:27][CH2:26][CH2:25]2)[C:8](=[O:23])[NH:9][C:10]2[S:11][C:12]([S:15]([NH:18][CH2:19][C:20]([OH:22])=[O:21])(=[O:17])=[O:16])=[CH:13][N:14]=2)[CH2:6][CH2:5][CH2:4][CH2:3][CH2:2]1.C1(N[C@H]2CC[C@H:40]([O:43]CCC)[CH2:39][CH2:38]2)CCCCC1.C1(N([C@H]2CC[C@H](OC)CC2)C(=O)NC2SC(SCC(O)=O)=CN=2)CCCC1.O[C@H]1CC[C@H](C2C=CC=C3C=2C(=O)NC3=O)CC1.BrCCC.C1(=O)CCCCC1.C(OC(=O)CNS(C1SC(N)=NC=1)(=O)=O)C, predict the reaction product. The product is: [CH:24]1([N:7]([C@H:1]2[CH2:2][CH2:3][C@H:4]([O:43][CH2:40][CH2:39][CH3:38])[CH2:5][CH2:6]2)[C:8](=[O:23])[NH:9][C:10]2[S:11][C:12]([S:15]([NH:18][CH2:19][C:20]([OH:22])=[O:21])(=[O:16])=[O:17])=[CH:13][N:14]=2)[CH2:29][CH2:28][CH2:27][CH2:26][CH2:25]1. (3) Given the reactants [CH2:1]([NH:8][C:9]1[CH:14]=[C:13]([CH3:15])[N:12]=[C:11](O)[C:10]=1[N+:17]([O-:19])=[O:18])[C:2]1[CH:7]=[CH:6][CH:5]=[CH:4][CH:3]=1.P(Cl)(Cl)([Cl:22])=O, predict the reaction product. The product is: [CH2:1]([NH:8][C:9]1[CH:14]=[C:13]([CH3:15])[N:12]=[C:11]([Cl:22])[C:10]=1[N+:17]([O-:19])=[O:18])[C:2]1[CH:7]=[CH:6][CH:5]=[CH:4][CH:3]=1. (4) Given the reactants Cl[C:2]1[N:7]=[CH:6][N:5]=[C:4]([N:8]([CH2:17][C:18]2[CH:23]=[CH:22][C:21]([O:24][CH3:25])=[CH:20][CH:19]=2)[CH2:9][CH2:10][CH2:11][CH2:12][C:13]([O:15][CH3:16])=[O:14])[C:3]=1[CH:26]=O.[CH3:28][O-:29].[Na+].Cl, predict the reaction product. The product is: [CH3:28][O:29][C:2]1[C:3]2[CH:26]=[C:12]([C:13]([O:15][CH3:16])=[O:14])[CH2:11][CH2:10][CH2:9][N:8]([CH2:17][C:18]3[CH:19]=[CH:20][C:21]([O:24][CH3:25])=[CH:22][CH:23]=3)[C:4]=2[N:5]=[CH:6][N:7]=1. (5) The product is: [CH3:1][O:2][C:3]1[CH:4]=[C:5]([CH:24]=[CH:25][C:26]=1[O:27][CH2:28][C:29]1[N:30]=[C:31]([C:35]2[CH:40]=[CH:39][CH:38]=[CH:37][CH:36]=2)[O:32][C:33]=1[CH3:34])[CH2:6][O:7][C:8]1[C:12]([C:13]([OH:15])=[O:14])=[CH:11][N:10]([C:18]2[CH:19]=[CH:20][CH:21]=[CH:22][CH:23]=2)[N:9]=1. Given the reactants [CH3:1][O:2][C:3]1[CH:4]=[C:5]([CH:24]=[CH:25][C:26]=1[O:27][CH2:28][C:29]1[N:30]=[C:31]([C:35]2[CH:40]=[CH:39][CH:38]=[CH:37][CH:36]=2)[O:32][C:33]=1[CH3:34])[CH2:6][O:7][C:8]1[C:12]([C:13]([O:15]CC)=[O:14])=[CH:11][N:10]([C:18]2[CH:23]=[CH:22][CH:21]=[CH:20][CH:19]=2)[N:9]=1.[OH-].[Na+].O1CCCC1.Cl, predict the reaction product.